From a dataset of Reaction yield outcomes from USPTO patents with 853,638 reactions. Predict the reaction yield, written as a fraction of the theoretical maximum amount of product (1.0 means a 100% yield; for example, 0.34 means a 34% yield). (1) The reactants are [CH3:1][C:2]1[C:7]([CH3:8])=[CH:6][CH:5]=[C:4]([CH3:9])[C:3]=1[OH:10].[S-:11][C:12]#[N:13].[NH4+]. The catalyst is CO. The product is [CH3:8][C:7]1[C:2]([CH3:1])=[C:3]([OH:10])[C:4]([CH3:9])=[CH:5][C:6]=1[S:11][C:12]#[N:13]. The yield is 0.970. (2) The reactants are [NH2:1][C:2]1[N:7]=[CH:6][N:5]=[C:4]2[N:8]([C@@H:26]3[CH2:31][CH2:30][CH2:29][N:28]([C:32](=[O:36])[CH2:33][C:34]#[N:35])[CH2:27]3)[N:9]=[C:10]([C:11]3[CH:16]=[CH:15][C:14]([O:17][C:18]4[CH:23]=[C:22]([F:24])[CH:21]=[C:20]([F:25])[CH:19]=4)=[CH:13][CH:12]=3)[C:3]=12.[CH:37]1([CH:40]=O)[CH2:39][CH2:38]1.N1CCCCC1.ClCCl. The catalyst is CO. The product is [NH2:1][C:2]1[N:7]=[CH:6][N:5]=[C:4]2[N:8]([C@@H:26]3[CH2:31][CH2:30][CH2:29][N:28]([C:32]([C:33](=[CH:40][CH:37]4[CH2:39][CH2:38]4)[C:34]#[N:35])=[O:36])[CH2:27]3)[N:9]=[C:10]([C:11]3[CH:16]=[CH:15][C:14]([O:17][C:18]4[CH:19]=[C:20]([F:25])[CH:21]=[C:22]([F:24])[CH:23]=4)=[CH:13][CH:12]=3)[C:3]=12. The yield is 0.420. (3) The reactants are [NH:1]1[C:9]2[C:4](=[CH:5][CH:6]=[CH:7][CH:8]=2)[C:3]([C:10]2[N:11]=[N:12][N:13]([C:15]3[CH:29]=[CH:28][C:18]([CH2:19][NH:20]C(=O)OC(C)(C)C)=[CH:17][CH:16]=3)[CH:14]=2)=[N:2]1.C(Cl)[Cl:31].CO. The catalyst is Cl.O1CCOCC1. The product is [ClH:31].[NH:1]1[C:9]2[C:4](=[CH:5][CH:6]=[CH:7][CH:8]=2)[C:3]([C:10]2[N:11]=[N:12][N:13]([C:15]3[CH:29]=[CH:28][C:18]([CH2:19][NH2:20])=[CH:17][CH:16]=3)[CH:14]=2)=[N:2]1. The yield is 0.980. (4) The product is [CH3:1][S:2]([C:5]1[CH:13]=[C:12]2[C:8]([CH2:9][CH2:10][CH:11]2[OH:14])=[CH:7][CH:6]=1)(=[O:3])=[O:4]. The reactants are [CH3:1][S:2]([C:5]1[CH:13]=[C:12]2[C:8]([CH2:9][CH2:10][C:11]2=[O:14])=[CH:7][CH:6]=1)(=[O:4])=[O:3].[BH4-].[Na+]. The catalyst is C1COCC1.CO.O. The yield is 0.790. (5) The reactants are [CH3:1][C:2]1[CH:6]=[C:5]([CH3:7])[NH:4][C:3]=1[C:8](=[C:12]1[C:20]2[C:15](=[CH:16][CH:17]=[CH:18][CH:19]=2)[NH:14][C:13]1=[O:21])[C:9](O)=[O:10].[CH3:22][O:23][C:24]1[CH:25]=[C:26]([CH:28]=[CH:29][C:30]=1[O:31][CH3:32])[NH2:27]. No catalyst specified. The product is [CH3:22][O:23][C:24]1[CH:25]=[C:26]([NH:27][C:9](=[O:10])[C:8]([C:3]2[NH:4][C:5]([CH3:7])=[CH:6][C:2]=2[CH3:1])=[C:12]2[C:20]3[C:15](=[CH:16][CH:17]=[CH:18][CH:19]=3)[NH:14][C:13]2=[O:21])[CH:28]=[CH:29][C:30]=1[O:31][CH3:32]. The yield is 0.370. (6) The reactants are [Cl:1][C:2]1[CH:11]=[CH:10][C:5]([C:6]([NH:8][CH3:9])=[O:7])=[CH:4][CH:3]=1.C([Li])CCC.CN([CH:25]=[O:26])C1C=CC=CC=1.Cl. The catalyst is C1COCC1.O. The product is [CH:25]([C:4]1[CH:3]=[C:2]([Cl:1])[CH:11]=[CH:10][C:5]=1[C:6]([NH:8][CH3:9])=[O:7])=[O:26]. The yield is 0.590. (7) The reactants are [CH:1]([CH:4]1[S:9][CH2:8][CH2:7][CH2:6][S:5]1)([CH3:3])[CH3:2].C([Li])CCC.[CH:15](=[O:19])[CH2:16][CH2:17][CH3:18]. The catalyst is O1CCCC1. The product is [CH:1]([C:4]1([CH:15]([OH:19])[CH2:16][CH2:17][CH3:18])[S:9][CH2:8][CH2:7][CH2:6][S:5]1)([CH3:3])[CH3:2]. The yield is 0.850. (8) The reactants are [H-].[Na+].[Cl:3][C:4]1[CH:9]=[C:8]([C:10]([F:13])([F:12])[F:11])[CH:7]=[C:6]([Cl:14])[C:5]=1[N:15]1[C:19]([OH:20])=[C:18]([S:21][C:22]([F:25])([F:24])[F:23])[C:17]([C:26]#[N:27])=[N:16]1.S(OCC)(O[CH2:32][CH3:33])(=O)=O.S([O-])(O)(=O)=O.[K+]. The catalyst is O1CCOCC1. The product is [Cl:3][C:4]1[CH:9]=[C:8]([C:10]([F:13])([F:12])[F:11])[CH:7]=[C:6]([Cl:14])[C:5]=1[N:15]1[C:19]([O:20][CH2:32][CH3:33])=[C:18]([S:21][C:22]([F:25])([F:23])[F:24])[C:17]([C:26]#[N:27])=[N:16]1. The yield is 0.700. (9) The reactants are [C:1]([C:3]1[CH:4]=[C:5]([CH:9]=[CH:10][C:11]=1[O:12][CH:13]([CH3:15])[CH3:14])[C:6](O)=[O:7])#[N:2].C(N1C=CN=C1)(N1C=CN=C1)=O.O.[NH2:29][NH2:30]. The catalyst is O1CCCC1. The product is [C:1]([C:3]1[CH:4]=[C:5]([CH:9]=[CH:10][C:11]=1[O:12][CH:13]([CH3:15])[CH3:14])[C:6]([NH:29][NH2:30])=[O:7])#[N:2]. The yield is 0.950. (10) The reactants are [CH:1]1([C:7]2[C:8]3[CH:9]=[CH:10][C:11]([C:31](=[O:39])[NH:32][S:33]([CH:36]4[CH2:38][CH2:37]4)(=[O:35])=[O:34])=[CH:12][C:13]=3[N:14]3[CH2:20][C:19]([C:21]([O:23]C)=[O:22])=[CH:18][C:17]4[CH:25]=[C:26]([O:29][CH3:30])[CH:27]=[CH:28][C:16]=4[C:15]=23)[CH2:6][CH2:5][CH2:4][CH2:3][CH2:2]1.[OH-].[Na+].Cl.C1COCC1. The catalyst is CO. The product is [CH:1]1([C:7]2[C:8]3[CH:9]=[CH:10][C:11]([C:31](=[O:39])[NH:32][S:33]([CH:36]4[CH2:37][CH2:38]4)(=[O:35])=[O:34])=[CH:12][C:13]=3[N:14]3[CH2:20][C:19]([C:21]([OH:23])=[O:22])=[CH:18][C:17]4[CH:25]=[C:26]([O:29][CH3:30])[CH:27]=[CH:28][C:16]=4[C:15]=23)[CH2:2][CH2:3][CH2:4][CH2:5][CH2:6]1. The yield is 0.940.